This data is from Forward reaction prediction with 1.9M reactions from USPTO patents (1976-2016). The task is: Predict the product of the given reaction. (1) Given the reactants [NH2:1][C:2]1[C:7]([CH2:8][OH:9])=[CH:6][C:5]([C:10]2[CH:15]=[CH:14][C:13]([NH:16][C:17]([CH3:20])([CH3:19])[CH3:18])=[C:12]([NH2:21])[CH:11]=2)=[CH:4][N:3]=1.[N:22]1([C:27]2[CH:34]=[CH:33][CH:32]=[CH:31][C:28]=2[CH:29]=O)[CH:26]=[N:25][CH:24]=[N:23]1.OOS([O-])=O.[K+].S([O-])([O-])(=O)=S.[Na+].[Na+], predict the reaction product. The product is: [NH2:1][C:2]1[C:7]([CH2:8][OH:9])=[CH:6][C:5]([C:10]2[CH:15]=[CH:14][C:13]3[N:16]([C:17]([CH3:18])([CH3:20])[CH3:19])[C:29]([C:28]4[CH:31]=[CH:32][CH:33]=[CH:34][C:27]=4[N:22]4[CH:26]=[N:25][CH:24]=[N:23]4)=[N:21][C:12]=3[CH:11]=2)=[CH:4][N:3]=1. (2) Given the reactants C1(P(C2C=CC=CC=2)C2C=CC=CC=2)C=CC=CC=1.CCOC(/N=N/C(OCC)=O)=O.C1(C)C=CC=CC=1.[CH2:39]([O:41][C:42](=[O:56])[CH2:43][CH2:44][C:45]([C:47]1[CH:52]=[C:51]([F:53])[C:50]([OH:54])=[C:49]([F:55])[CH:48]=1)=[O:46])[CH3:40].[C:57]([O:61][C:62]([N:64]1[CH2:69][CH2:68][CH:67](O)[CH2:66][CH2:65]1)=[O:63])([CH3:60])([CH3:59])[CH3:58], predict the reaction product. The product is: [C:57]([O:61][C:62]([N:64]1[CH2:69][CH2:68][CH:67]([O:54][C:50]2[C:51]([F:53])=[CH:52][C:47]([C:45](=[O:46])[CH2:44][CH2:43][C:42]([O:41][CH2:39][CH3:40])=[O:56])=[CH:48][C:49]=2[F:55])[CH2:66][CH2:65]1)=[O:63])([CH3:60])([CH3:58])[CH3:59]. (3) Given the reactants [F:1][C:2]([C:5]1[CH:6]=[C:7]([N:11]=C(C2C=CC=CC=2)C2C=CC=CC=2)[CH:8]=[N:9][CH:10]=1)([F:4])[CH3:3].O.Cl.C1COCC1, predict the reaction product. The product is: [F:1][C:2]([C:5]1[CH:6]=[C:7]([NH2:11])[CH:8]=[N:9][CH:10]=1)([F:4])[CH3:3]. (4) Given the reactants [NH:1]([C:3]1[CH:12]=[CH:11][CH:10]=[C:9]2[C:4]=1[CH:5]=[CH:6][CH:7]=[N:8]2)[NH2:2].[Cl:13][C:14]12[CH2:23][CH:18]3[CH2:19][CH:20]([CH2:22][C:16]([C:24](Cl)=[O:25])([CH2:17]3)[CH2:15]1)[CH2:21]2, predict the reaction product. The product is: [Cl:13][C:14]12[CH2:23][CH:18]3[CH2:19][CH:20]([CH2:22][C:16]([C:24]([NH:2][NH:1][C:3]4[CH:12]=[CH:11][CH:10]=[C:9]5[C:4]=4[CH:5]=[CH:6][CH:7]=[N:8]5)=[O:25])([CH2:17]3)[CH2:15]1)[CH2:21]2. (5) The product is: [F:22][C:23]1[CH:24]=[C:25]([CH2:29][CH2:30][C@H:31]2[C:40]3[C:35](=[CH:36][C:37]([O:43][CH3:44])=[C:38]([O:41][CH3:42])[CH:39]=3)[CH2:34][CH2:33][N:32]2[C@H:4]([C:5]2[CH:6]=[CH:7][CH:8]=[CH:9][CH:10]=2)[C:1]([NH2:2])=[O:3])[CH:26]=[CH:27][CH:28]=1. Given the reactants [C:1]([CH:4](OS(C1C=CC(C)=CC=1)(=O)=O)[C:5]1[CH:10]=[CH:9][CH:8]=[CH:7][CH:6]=1)(=[O:3])[NH2:2].[F:22][C:23]1[CH:24]=[C:25]([CH2:29][CH2:30][C@H:31]2[C:40]3[C:35](=[CH:36][C:37]([O:43][CH3:44])=[C:38]([O:41][CH3:42])[CH:39]=3)[CH2:34][CH2:33][NH:32]2)[CH:26]=[CH:27][CH:28]=1, predict the reaction product. (6) Given the reactants [Cl:1][C:2]1[CH:7]=[CH:6][CH:5]=[CH:4][C:3]=1[N:8]1[C:13]([CH3:14])=[CH:12][C:11]([OH:15])=[C:10]([CH:16]=[N:17]O)[C:9]1=[O:19], predict the reaction product. The product is: [Cl:1][C:2]1[CH:7]=[CH:6][CH:5]=[CH:4][C:3]=1[N:8]1[C:13]([CH3:14])=[CH:12][C:11]([OH:15])=[C:10]([C:16]#[N:17])[C:9]1=[O:19].